This data is from Catalyst prediction with 721,799 reactions and 888 catalyst types from USPTO. The task is: Predict which catalyst facilitates the given reaction. (1) Reactant: [F:1][C:2]1[CH:7]=[C:6]([F:8])[CH:5]=[CH:4][C:3]=1[C:9]1[NH:13][N:12]=[N:11][N:10]=1.[C:14]([O:18][C:19]([N:21]1[CH2:25][C@H:24](OS(C2C=CC(C)=CC=2)(=O)=O)[CH2:23][C@H:22]1[C:37](N1CCN(C2C=CC=CC=2C#N)CC1)=[O:38])=[O:20])([CH3:17])([CH3:16])[CH3:15].[C:53](=O)([O-])[O-:54].[Na+].[Na+]. Product: [CH3:53][O:54][C:37]([C@@H:22]1[CH2:23][C@H:24]([N:11]2[N:12]=[N:13][C:9]([C:3]3[CH:4]=[CH:5][C:6]([F:8])=[CH:7][C:2]=3[F:1])=[N:10]2)[CH2:25][N:21]1[C:19]([O:18][C:14]([CH3:15])([CH3:16])[CH3:17])=[O:20])=[O:38]. The catalyst class is: 499. (2) Product: [C:22]12([C:20](=[O:21])[CH2:19][N:4]3[CH2:3][CH2:2][N:1]([C:7]4[CH:8]=[CH:9][C:10]([C:11]([O:13][CH2:14][CH3:15])=[O:12])=[CH:16][CH:17]=4)[CH2:6][CH2:5]3)[CH2:29][CH:28]3[CH2:27][CH:26]([CH2:25][CH:24]([CH2:30]3)[CH2:23]1)[CH2:31]2. The catalyst class is: 10. Reactant: [N:1]1([C:7]2[CH:17]=[CH:16][C:10]([C:11]([O:13][CH2:14][CH3:15])=[O:12])=[CH:9][CH:8]=2)[CH2:6][CH2:5][NH:4][CH2:3][CH2:2]1.Br[CH2:19][C:20]([C:22]12[CH2:31][CH:26]3[CH2:27][CH:28]([CH2:30][CH:24]([CH2:25]3)[CH2:23]1)[CH2:29]2)=[O:21].C(=O)([O-])[O-].[Na+].[Na+]. (3) Reactant: FC(F)(F)C1(C([O:9][C:10]2[CH:15]=[CH:14][C:13]([C:16]3[CH:21]=[CH:20][C:19]([O:22][CH2:23][CH:24]4[CH2:29][CH2:28][N:27]([C:30]([C:32]5([C:36]([F:39])([F:38])[F:37])[CH2:35][CH2:34][CH2:33]5)=O)[CH2:26][CH2:25]4)=[CH:18][CH:17]=3)=[CH:12][CH:11]=2)=O)CCC1.[H-].[H-].[H-].[H-].[Li+].[Al+3].O. Product: [F:38][C:36]([F:37])([F:39])[C:32]1([CH2:30][N:27]2[CH2:28][CH2:29][CH:24]([CH2:23][O:22][C:19]3[CH:18]=[CH:17][C:16]([C:13]4[CH:14]=[CH:15][C:10]([OH:9])=[CH:11][CH:12]=4)=[CH:21][CH:20]=3)[CH2:25][CH2:26]2)[CH2:35][CH2:34][CH2:33]1. The catalyst class is: 1. (4) Reactant: [Cl:1][C:2]1[CH:7]=[CH:6][C:5]([S:8]([C:11]2([C:27]3[CH:32]=[C:31]([F:33])[CH:30]=[CH:29][C:28]=3[F:34])[CH2:16][CH2:15][CH:14]([CH2:17][C:18]([C:20]3[O:21][C:22]([CH2:25][OH:26])=[CH:23][CH:24]=3)=[O:19])[CH2:13][CH2:12]2)(=[O:10])=[O:9])=[CH:4][CH:3]=1.CC(OI1(OC(C)=O)(OC(C)=O)OC(=O)C2C=CC=CC1=2)=O. Product: [Cl:1][C:2]1[CH:7]=[CH:6][C:5]([S:8]([C:11]2([C:27]3[CH:32]=[C:31]([F:33])[CH:30]=[CH:29][C:28]=3[F:34])[CH2:12][CH2:13][CH:14]([CH2:17][C:18]([C:20]3[O:21][C:22]([CH:25]=[O:26])=[CH:23][CH:24]=3)=[O:19])[CH2:15][CH2:16]2)(=[O:10])=[O:9])=[CH:4][CH:3]=1. The catalyst class is: 4. (5) Reactant: [CH3:1][C:2]1([CH3:14])[O:6][C@H:5](/[CH:7]=[CH:8]/[C:9]([O:11][CH2:12][CH3:13])=[O:10])[CH2:4][O:3]1. Product: [CH3:1][C:2]1([CH3:14])[O:6][C@H:5]([CH2:7][CH2:8][C:9]([O:11][CH2:12][CH3:13])=[O:10])[CH2:4][O:3]1. The catalyst class is: 43. (6) Reactant: [CH2:1]([C@H:8]1[C@@H:12]([C@H:13]2[CH2:17][C@@H:16]([OH:18])[CH2:15][N:14]2[C:19]([O:21][C:22]([CH3:25])([CH3:24])[CH3:23])=[O:20])[O:11][C:10]([CH3:27])([CH3:26])[N:9]1[C:28]([O:30][CH2:31][CH2:32][Si:33]([CH3:36])([CH3:35])[CH3:34])=[O:29])[C:2]1[CH:7]=[CH:6][CH:5]=[CH:4][CH:3]=1.[CH3:37]I.[H-].[Na+]. Product: [CH2:1]([C@H:8]1[C@@H:12]([C@H:13]2[CH2:17][C@@H:16]([O:18][CH3:37])[CH2:15][N:14]2[C:19]([O:21][C:22]([CH3:23])([CH3:24])[CH3:25])=[O:20])[O:11][C:10]([CH3:27])([CH3:26])[N:9]1[C:28]([O:30][CH2:31][CH2:32][Si:33]([CH3:36])([CH3:35])[CH3:34])=[O:29])[C:2]1[CH:7]=[CH:6][CH:5]=[CH:4][CH:3]=1. The catalyst class is: 3. (7) Reactant: C[O:2][C:3](=[O:40])[C:4]1[CH:9]=[CH:8][C:7](/[CH:10]=[CH:11]/[C:12]2[C:21]([CH2:22][N:23]3[CH:27]=[CH:26][CH:25]=[N:24]3)=[CH:20][C:19]3[C:18]([CH3:29])([CH3:28])[C@@H:17]([O:30]C(=O)C)[C@@H:16]([O:34]C(=O)C)[C:15]([CH3:39])([CH3:38])[C:14]=3[CH:13]=2)=[CH:6][CH:5]=1.[Li+].[OH-]. Product: [CH3:28][C:18]1([CH3:29])[C@@H:17]([OH:30])[C@@H:16]([OH:34])[C:15]([CH3:38])([CH3:39])[C:14]2[CH:13]=[C:12](/[CH:11]=[CH:10]/[C:7]3[CH:8]=[CH:9][C:4]([C:3]([OH:40])=[O:2])=[CH:5][CH:6]=3)[C:21]([CH2:22][N:23]3[CH:27]=[CH:26][CH:25]=[N:24]3)=[CH:20][C:19]1=2. The catalyst class is: 5.